The task is: Predict which catalyst facilitates the given reaction.. This data is from Catalyst prediction with 721,799 reactions and 888 catalyst types from USPTO. (1) Reactant: [Cl:1][C:2]1[C:11]2[C:6](=[CH:7][CH:8]=[C:9]([NH2:12])[CH:10]=2)[N:5]=[CH:4][CH:3]=1.[CH:13]1([C:16](Cl)=[O:17])[CH2:15][CH2:14]1.C(N(CC)CC)C.CN(C)C=O. Product: [Cl:1][C:2]1[C:11]2[C:6](=[CH:7][CH:8]=[C:9]([NH:12][C:16]([CH:13]3[CH2:15][CH2:14]3)=[O:17])[CH:10]=2)[N:5]=[CH:4][CH:3]=1. The catalyst class is: 6. (2) Reactant: [CH:1]1([C:4]([C:6]2[CH:7]=[C:8]([CH:14]=[CH:15][CH:16]=2)[C:9]([O:11][CH2:12][CH3:13])=[O:10])=[O:5])[CH2:3][CH2:2]1.[BH4-].[Na+]. Product: [CH:1]1([CH:4]([OH:5])[C:6]2[CH:7]=[C:8]([CH:14]=[CH:15][CH:16]=2)[C:9]([O:11][CH2:12][CH3:13])=[O:10])[CH2:3][CH2:2]1. The catalyst class is: 351. (3) Reactant: [Cl:1][C:2]1[CH:10]=[C:9]2[C:5]([C:6]([CH:18](OC(OC3C=CC=CC=3)=S)[C:19]([F:22])([F:21])[F:20])=[CH:7][N:8]2[C:11]([O:13][C:14]([CH3:17])([CH3:16])[CH3:15])=[O:12])=[CH:4][CH:3]=1.C([SnH](CCCC)CCCC)CCC.N(C(C)(C)C#N)=NC(C)(C)C#N. Product: [Cl:1][C:2]1[CH:10]=[C:9]2[C:5]([C:6]([CH2:18][C:19]([F:22])([F:20])[F:21])=[CH:7][N:8]2[C:11]([O:13][C:14]([CH3:16])([CH3:17])[CH3:15])=[O:12])=[CH:4][CH:3]=1. The catalyst class is: 11. (4) Reactant: C(N(C(C)C)CC)(C)C.[N:10]1[C:19]2[C:14](=[CH:15][CH:16]=[CH:17][CH:18]=2)[CH:13]=[C:12]([NH:20][C:21]2[C:22]3[CH2:30][CH2:29][NH:28][CH2:27][C:23]=3[N:24]=[CH:25][N:26]=2)[CH:11]=1.Br[CH2:32][CH:33]1[CH2:38][CH2:37][CH2:36][CH2:35][CH2:34]1. Product: [CH:33]1([CH2:32][N:28]2[CH2:29][CH2:30][C:22]3[C:21]([NH:20][C:12]4[CH:11]=[N:10][C:19]5[C:14]([CH:13]=4)=[CH:15][CH:16]=[CH:17][CH:18]=5)=[N:26][CH:25]=[N:24][C:23]=3[CH2:27]2)[CH2:38][CH2:37][CH2:36][CH2:35][CH2:34]1. The catalyst class is: 8. (5) Reactant: [CH3:1][C:2]([CH3:59])([CH3:58])[C@H:3]([N:44]1[CH2:48][CH2:47][N:46]([CH2:49][C:50]2[CH:55]=[CH:54][CH:53]=[C:52]([CH3:56])[N:51]=2)[C:45]1=[O:57])[C:4]([NH:6][C@@H:7]([CH2:37][C:38]1[CH:43]=[CH:42][CH:41]=[CH:40][CH:39]=1)[CH2:8][C@H:9]([OH:36])[C@@H:10]([NH:25]C(=O)OCC1C=CC=CC=1)[CH2:11][C:12]1[CH:17]=[CH:16][C:15]([C:18]2[CH:19]=[N:20][C:21]([CH3:24])=[CH:22][CH:23]=2)=[CH:14][CH:13]=1)=[O:5].Cl. Product: [NH2:25][C@@H:10]([CH2:11][C:12]1[CH:17]=[CH:16][C:15]([C:18]2[CH:19]=[N:20][C:21]([CH3:24])=[CH:22][CH:23]=2)=[CH:14][CH:13]=1)[C@@H:9]([OH:36])[CH2:8][C@@H:7]([NH:6][C:4](=[O:5])[C@@H:3]([N:44]1[CH2:48][CH2:47][N:46]([CH2:49][C:50]2[CH:55]=[CH:54][CH:53]=[C:52]([CH3:56])[N:51]=2)[C:45]1=[O:57])[C:2]([CH3:1])([CH3:58])[CH3:59])[CH2:37][C:38]1[CH:39]=[CH:40][CH:41]=[CH:42][CH:43]=1. The catalyst class is: 105. (6) Reactant: [CH3:1][NH:2][C:3]([C:5]1[C:9]2[CH:10]=[C:11]([O:19][CH:20]([CH3:22])[CH3:21])[C:12]([NH:14][S:15]([CH3:18])(=[O:17])=[O:16])=[CH:13][C:8]=2[O:7][C:6]=1[C:23]1[CH:28]=[CH:27][C:26]([F:29])=[CH:25][CH:24]=1)=[O:4].C(=O)([O-])[O-].[K+].[K+].Cl[CH2:37][C:38](=[O:40])[CH3:39]. Product: [CH3:1][NH:2][C:3]([C:5]1[C:9]2[CH:10]=[C:11]([O:19][CH:20]([CH3:22])[CH3:21])[C:12]([N:14]([S:15]([CH3:18])(=[O:16])=[O:17])[CH2:37][C:38](=[O:40])[CH3:39])=[CH:13][C:8]=2[O:7][C:6]=1[C:23]1[CH:28]=[CH:27][C:26]([F:29])=[CH:25][CH:24]=1)=[O:4]. The catalyst class is: 131.